Task: Predict hERG channel inhibition at various concentrations.. Dataset: hERG Central: cardiac toxicity at 1µM, 10µM, and general inhibition (1) The compound is Cc1ccc(CN2CCN(CC(=O)NCc3ccc(Cl)cc3)C2=O)cc1. Results: hERG_inhib (hERG inhibition (general)): blocker. (2) The molecule is O=C(O)C(=O)O.c1ccc(-c2ccccc2OCCCN2CCCCCC2)cc1. Results: hERG_inhib (hERG inhibition (general)): blocker. (3) The compound is Cc1cc(C)cc(-n2ncc3c2CCCC3NC(=O)c2cc(C)[nH]n2)c1. Results: hERG_inhib (hERG inhibition (general)): blocker. (4) The molecule is CCCn1cnc2cc(NCc3ccc(Br)cc3)ccc21. Results: hERG_inhib (hERG inhibition (general)): blocker. (5) The drug is COc1ccc(CNCc2cn(-c3cccc(F)c3)nc2-c2ccc(C)o2)cc1. Results: hERG_inhib (hERG inhibition (general)): blocker. (6) The drug is COc1cc(/C=N/NC(=O)CN2CCCCC2)ccc1OCc1ccccc1. Results: hERG_inhib (hERG inhibition (general)): blocker.